Dataset: Peptide-MHC class I binding affinity with 185,985 pairs from IEDB/IMGT. Task: Regression. Given a peptide amino acid sequence and an MHC pseudo amino acid sequence, predict their binding affinity value. This is MHC class I binding data. The peptide sequence is GQGGSPTAM. The MHC is HLA-A01:01 with pseudo-sequence HLA-A01:01. The binding affinity (normalized) is 0.